This data is from TCR-epitope binding with 47,182 pairs between 192 epitopes and 23,139 TCRs. The task is: Binary Classification. Given a T-cell receptor sequence (or CDR3 region) and an epitope sequence, predict whether binding occurs between them. The epitope is HTTDPSFLGRY. The TCR CDR3 sequence is CASSSPLEAQETQYF. Result: 1 (the TCR binds to the epitope).